Dataset: Catalyst prediction with 721,799 reactions and 888 catalyst types from USPTO. Task: Predict which catalyst facilitates the given reaction. (1) Reactant: [F:1][C:2]1[CH:9]=[CH:8][CH:7]=[CH:6][C:3]=1[CH2:4][NH2:5].[CH2:10]([O:12][CH:13]([O:17][CH2:18][CH3:19])[C:14]([O-])=[O:15])[CH3:11].[Na+].O.ON1C2C=CC=CC=2N=N1.C(N(C(C)C)CC)(C)C.Cl.C(N=C=NCCCN(C)C)C. Product: [CH2:10]([O:12][CH:13]([O:17][CH2:18][CH3:19])[C:14]([NH:5][CH2:4][C:3]1[CH:6]=[CH:7][CH:8]=[CH:9][C:2]=1[F:1])=[O:15])[CH3:11]. The catalyst class is: 248. (2) Reactant: [Br:1][C:2]1[S:6][C:5]([C:7]([NH2:9])=[O:8])=[C:4]([NH:10][C:11]([CH:13]2[CH2:18][CH2:17][CH2:16][CH2:15][CH2:14]2)=O)[CH:3]=1.[OH-].[Na+].C(O)C.Cl. Product: [Br:1][C:2]1[S:6][C:5]2[C:7](=[O:8])[NH:9][C:11]([CH:13]3[CH2:18][CH2:17][CH2:16][CH2:15][CH2:14]3)=[N:10][C:4]=2[CH:3]=1. The catalyst class is: 6. (3) Reactant: CN(C)C=[C:4](C1C=CC=CC=1)[C:5]([C:7]1[CH:12]=[CH:11][CH:10]=[CH:9][CH:8]=1)=O.Cl.[CH3:21][NH:22][C:23]([NH2:25])=[NH:24].[C:26](=O)([O-])[O-].[K+].[K+].[C:32]1(C)[C:33](C)=[CH:34][CH:35]=[CH:36][CH:37]=1. Product: [C:32]1([C:21]2[C:5]([C:7]3[CH:12]=[CH:11][CH:10]=[CH:9][CH:8]=3)=[CH:4][N:24]=[C:23]([NH:25][CH3:26])[N:22]=2)[CH:33]=[CH:34][CH:35]=[CH:36][CH:37]=1. The catalyst class is: 6.